From a dataset of Forward reaction prediction with 1.9M reactions from USPTO patents (1976-2016). Predict the product of the given reaction. (1) Given the reactants [CH3:1][O:2][CH:3]1[CH2:7][CH2:6][N:5]([C:8]([C:10]2[S:18][C:17]3[C:12](=[N:13][CH:14]=[CH:15][C:16]=3[O:19][C:20]3[CH:32]=[CH:31][C:23]4[C:24]([C:28](O)=[O:29])=[C:25]([CH3:27])[O:26][C:22]=4[CH:21]=3)[CH:11]=2)=[O:9])[CH2:4]1.C(Cl)(=O)C(Cl)=O.[NH2:39][CH2:40][CH2:41][CH3:42], predict the reaction product. The product is: [CH2:40]([NH:39][C:28]([C:24]1[C:23]2[CH:31]=[CH:32][C:20]([O:19][C:16]3[CH:15]=[CH:14][N:13]=[C:12]4[CH:11]=[C:10]([C:8]([N:5]5[CH2:6][CH2:7][CH:3]([O:2][CH3:1])[CH2:4]5)=[O:9])[S:18][C:17]=34)=[CH:21][C:22]=2[O:26][C:25]=1[CH3:27])=[O:29])[CH2:41][CH3:42]. (2) Given the reactants [CH:1]1([NH:4][C:5]([C:7]2[CH:8]=[C:9]([F:31])[C:10]([CH3:30])=[C:11]([C:13]3[C:14]([C:27](O)=[O:28])=[CH:15][C:16]([C:19]([NH:21][CH2:22][C:23]([CH3:26])([CH3:25])[CH3:24])=[O:20])=[CH:17][CH:18]=3)[CH:12]=2)=[O:6])[CH2:3][CH2:2]1.CN(C(ON1N=NC2C=CC=CC1=2)=[N+](C)C)C.F[P-](F)(F)(F)(F)F.CCN(CC)CC.[F:63][C:64]1[CH:65]=[C:66]([CH:68]=[CH:69][C:70]=1[F:71])[NH2:67], predict the reaction product. The product is: [CH:1]1([NH:4][C:5]([C:7]2[CH:12]=[C:11]([C:13]3[C:14]([C:27]([NH:67][C:66]4[CH:68]=[CH:69][C:70]([F:71])=[C:64]([F:63])[CH:65]=4)=[O:28])=[CH:15][C:16]([C:19]([NH:21][CH2:22][C:23]([CH3:24])([CH3:25])[CH3:26])=[O:20])=[CH:17][CH:18]=3)[C:10]([CH3:30])=[C:9]([F:31])[CH:8]=2)=[O:6])[CH2:2][CH2:3]1.